This data is from Forward reaction prediction with 1.9M reactions from USPTO patents (1976-2016). The task is: Predict the product of the given reaction. Given the reactants [O:1]1[CH:6]=[CH:5][CH2:4][CH2:3][CH2:2]1.C[C:18]1[CH:23]=[CH:22]C(S([O-])(=[O:15])=[O:15])=[CH:20][CH:19]=1.[CH:18]1[CH:23]=[CH:22][NH+]=[CH:20][CH:19]=1.[CH3:24][CH2:25][O:26][C:27]([CH3:29])=[O:28].[CH2:30]1[CH2:35]CCCC1, predict the reaction product. The product is: [CH2:25]([O:26][C:27](=[O:28])[CH2:29][CH2:20][C:19]1[CH:30]=[CH:35][C:22]([O:15][CH:6]2[CH2:5][CH2:4][CH2:3][CH2:2][O:1]2)=[CH:23][CH:18]=1)[CH3:24].